Task: Regression/Classification. Given a drug SMILES string, predict its toxicity properties. Task type varies by dataset: regression for continuous values (e.g., LD50, hERG inhibition percentage) or binary classification for toxic/non-toxic outcomes (e.g., AMES mutagenicity, cardiotoxicity, hepatotoxicity). Dataset: ames.. Dataset: Ames mutagenicity test results for genotoxicity prediction (1) The drug is O=[N+]([O-])c1cccc2c1ccc1cccc([N+](=O)[O-])c12. The result is 1 (mutagenic). (2) The drug is CCC12OC1(C(=O)OC)C(=O)OC2C. The result is 1 (mutagenic). (3) The molecule is C1CSCCO1. The result is 0 (non-mutagenic). (4) The molecule is Cc1cccc2cc3ccc4ccccc4c3cc12. The result is 1 (mutagenic). (5) The compound is CSCCC=O. The result is 0 (non-mutagenic).